Dataset: Forward reaction prediction with 1.9M reactions from USPTO patents (1976-2016). Task: Predict the product of the given reaction. (1) Given the reactants Br[C:2]1[CH:7]=[CH:6][C:5]([C:8]2[O:12][C:11]([CH2:13][CH2:14][CH2:15][CH2:16][CH2:17][N:18]3[C:26](=[O:27])[C:25]4[C:20](=[CH:21][CH:22]=[CH:23][CH:24]=4)[C:19]3=[O:28])=[N:10][CH:9]=2)=[CH:4][CH:3]=1.[N:29]1[CH:34]=[CH:33][CH:32]=[C:31](B(O)O)[CH:30]=1.C(=O)([O-])[O-].[Na+].[Na+].CCOCC, predict the reaction product. The product is: [N:29]1[CH:34]=[CH:33][CH:32]=[C:31]([C:2]2[CH:3]=[CH:4][C:5]([C:8]3[O:12][C:11]([CH2:13][CH2:14][CH2:15][CH2:16][CH2:17][N:18]4[C:19](=[O:28])[C:20]5[C:25](=[CH:24][CH:23]=[CH:22][CH:21]=5)[C:26]4=[O:27])=[N:10][CH:9]=3)=[CH:6][CH:7]=2)[CH:30]=1. (2) Given the reactants Cl[C:2]1[CH:9]=[CH:8][C:7]([N+:10]([O-:12])=[O:11])=[CH:6][C:3]=1[CH:4]=O.[NH2:13][NH2:14].CCN(C(C)C)C(C)C.[CH2:24]([OH:26])[CH3:25], predict the reaction product. The product is: [N+:10]([C:7]1[CH:6]=[C:3]2[C:2](=[CH:9][CH:8]=1)[N:14]([CH2:25][CH2:24][OH:26])[N:13]=[CH:4]2)([O-:12])=[O:11]. (3) Given the reactants [CH3:1][C@@H:2]([OH:29])[C@H:3]([NH2:28])[C:4]([N:6]1[C@H:10]([C:11]([N:13]2[C@H:17]([C:18]([NH:20][C@H:21]([C:25]([NH2:27])=[O:26])[C@H:22]([OH:24])[CH3:23])=[O:19])[CH2:16][CH2:15][CH2:14]2)=[O:12])[CH2:9][CH2:8][CH2:7]1)=[O:5].[N+:30]([C:33]1[CH:52]=[CH:51][C:36]([C:37]([NH:39][CH:40]([CH2:44][C:45]2[CH:50]=[CH:49][CH:48]=[CH:47][CH:46]=2)[C:41]([OH:43])=[O:42])=[O:38])=[CH:35][CH:34]=1)([O-:32])=[O:31], predict the reaction product. The product is: [CH3:1][C@@H:2]([OH:29])[C@H:3]([NH2:28])[C:4]([N:6]1[C@H:10]([C:11]([N:13]2[C@H:17]([C:18]([NH:20][C@H:21]([C:25]([NH2:27])=[O:26])[C@H:22]([OH:24])[CH3:23])=[O:19])[CH2:16][CH2:15][CH2:14]2)=[O:12])[CH2:9][CH2:8][CH2:7]1)=[O:5].[N+:30]([C:33]1[CH:52]=[CH:51][C:36]([C:37]([NH:39][CH:40]([CH2:44][C:45]2[CH:46]=[CH:47][CH:48]=[CH:49][CH:50]=2)[C:41]([OH:43])=[O:42])=[O:38])=[CH:35][CH:34]=1)([O-:32])=[O:31]. (4) Given the reactants [Br-].[CH3:2][O:3][C:4]1[CH:9]=[CH:8][C:7]([NH2:10])=[CH:6][C:5]=1[O:11][CH2:12][CH2:13][N:14]1[CH2:19][CH2:18][CH2:17][CH2:16][CH2:15]1.[C:20]([O-:23])([O-])=O.[K+].[K+].N1[C:31]([CH3:32])=[CH:30][CH:29]=[CH:28][C:27]=1[CH3:33].[NH4+].[Cl-:35], predict the reaction product. The product is: [ClH:35].[Cl:35][C:27]1[CH:28]=[CH:29][CH:30]=[C:31]2[C:33]=1[C:20](=[O:23])[N:10]([C:7]1[CH:8]=[CH:9][C:4]([O:3][CH3:2])=[C:5]([O:11][CH2:12][CH2:13][N:14]3[CH2:19][CH2:18][CH2:17][CH2:16][CH2:15]3)[CH:6]=1)[CH2:32]2. (5) Given the reactants BrC1C2C(Cl)=NC=NC=2N(C(C)C)C=1.[Cl:15][C:16]1[C:27]([N+:28]([O-])=O)=[CH:26][CH:25]=[CH:24][C:17]=1[C:18](N(OC)C)=[O:19].[NH2:31][C:32]1[C:33]2[C:40](C(C3C=CC=C(N)C=3C)=O)=[CH:39][N:38]([CH:51]([CH3:53])[CH3:52])[C:34]=2[N:35]=[CH:36][N:37]=1, predict the reaction product. The product is: [NH2:28][C:27]1[C:16]([Cl:15])=[C:17]([C:18]([C:40]2[C:33]3[C:32]([NH2:31])=[N:37][CH:36]=[N:35][C:34]=3[N:38]([CH:51]([CH3:53])[CH3:52])[CH:39]=2)=[O:19])[CH:24]=[CH:25][CH:26]=1. (6) Given the reactants [Cl:1][C:2]1[N:7]=[C:6]([Cl:8])[CH:5]=[C:4](Cl)[N:3]=1.[CH2:10]([NH:12][CH2:13][CH3:14])[CH3:11].C(N(CC)CC)C, predict the reaction product. The product is: [Cl:1][C:2]1[N:3]=[C:4]([N:12]([CH2:13][CH3:14])[CH2:10][CH3:11])[CH:5]=[C:6]([Cl:8])[N:7]=1.